Predict which catalyst facilitates the given reaction. From a dataset of Catalyst prediction with 721,799 reactions and 888 catalyst types from USPTO. (1) Reactant: [N+:1]([C:4]1[N:9]=[CH:8][C:7]([O:10][C:11]2[CH:16]=[CH:15][N:14]=[C:13]([NH:17][C:18]([CH:20]3[CH2:22][CH2:21]3)=[O:19])[CH:12]=2)=[CH:6][CH:5]=1)([O-])=O.O.NN. Product: [NH2:1][C:4]1[N:9]=[CH:8][C:7]([O:10][C:11]2[CH:16]=[CH:15][N:14]=[C:13]([NH:17][C:18]([CH:20]3[CH2:21][CH2:22]3)=[O:19])[CH:12]=2)=[CH:6][CH:5]=1. The catalyst class is: 94. (2) Reactant: Br[C:2]1[CH:3]=[N:4][CH:5]=[C:6]([Br:8])[CH:7]=1.[CH3:9][N:10]1[CH2:15][CH2:14][NH:13][CH2:12][CH2:11]1.C([O-])([O-])=O.[K+].[K+]. Product: [Br:8][C:6]1[CH:7]=[C:2]([N:13]2[CH2:14][CH2:15][N:10]([CH3:9])[CH2:11][CH2:12]2)[CH:3]=[N:4][CH:5]=1. The catalyst class is: 3. (3) Reactant: CO[CH:3](OC)[N:4]([CH3:6])[CH3:5].[CH2:9]([N:11]1[C:19]2[C:14](=[CH:15][CH:16]=[C:17]([C:20](=[O:22])[CH3:21])[CH:18]=2)[C:13]([CH2:23][CH3:24])=[N:12]1)[CH3:10]. Product: [CH2:9]([N:11]1[C:19]2[C:14](=[CH:15][CH:16]=[C:17]([C:20](=[O:22])/[CH:21]=[CH:3]/[N:4]([CH3:5])[CH3:6])[CH:18]=2)[C:13]([CH2:23][CH3:24])=[N:12]1)[CH3:10]. The catalyst class is: 9.